Dataset: Full USPTO retrosynthesis dataset with 1.9M reactions from patents (1976-2016). Task: Predict the reactants needed to synthesize the given product. (1) Given the product [CH3:1][O:2][C:3]([CH:4]1[CH:5]([CH3:6])[O:7][CH:10]([O:37][CH3:38])[CH2:9][N:8]1[S:14][C:15]1[CH:16]=[CH:17][C:18]([O:21][CH2:22][C:23]2[CH:28]=[CH:27][CH:26]=[C:25]([Cl:29])[CH:24]=2)=[CH:19][CH:20]=1)=[O:30], predict the reactants needed to synthesize it. The reactants are: [CH3:1][O:2][C:3](=[O:30])[CH:4]([N:8]([S:14][C:15]1[CH:20]=[CH:19][C:18]([O:21][CH2:22][C:23]2[CH:28]=[CH:27][CH:26]=[C:25]([Cl:29])[CH:24]=2)=[CH:17][CH:16]=1)[CH2:9][CH:10]=C(C)C)[CH:5]([OH:7])[CH3:6].I([O-])(=O)(=O)=O.[Na+].[O:37]1CCOC[CH2:38]1. (2) Given the product [C:11]12([C:9]3[O:8][N:7]=[C:6]([CH3:5])[N:10]=3)[CH2:16][CH:15]1[CH2:14][NH:13][CH2:12]2, predict the reactants needed to synthesize it. The reactants are: Cl.CCO.[CH3:5][C:6]1[N:10]=[C:9]([C:11]23[CH2:16][CH:15]2[CH2:14][N:13](C(OC(C)(C)C)=O)[CH2:12]3)[O:8][N:7]=1. (3) Given the product [C:11]([O:15][C:16]([N:18]1[CH2:19][CH:20]=[C:21]([C:9]2[C:5]([C:3]([O:2][CH3:1])=[O:4])=[CH:6][S:7][CH:8]=2)[CH2:22][CH2:23]1)=[O:17])([CH3:14])([CH3:12])[CH3:13], predict the reactants needed to synthesize it. The reactants are: [CH3:1][O:2][C:3]([C:5]1[C:9](Br)=[CH:8][S:7][CH:6]=1)=[O:4].[C:11]([O:15][C:16]([N:18]1[CH2:23][CH:22]=[C:21](B2OC(C)(C)C(C)(C)O2)[CH2:20][CH2:19]1)=[O:17])([CH3:14])([CH3:13])[CH3:12].C([O-])([O-])=O.[Na+].[Na+]. (4) The reactants are: [N:10]1[C:18]2[CH:17]=[CH:2][CH:15]=[CH:14][C:13]=2N[CH:2]=1.[NH:10]1[C:18]2[C:13](=[CH:14][CH:15]=C[CH:17]=2)C=N1.[N+:19](NC1C=CC=CC=1)([O-:21])=[O:20].[C:29](Cl)(=[O:31])[CH3:30].[CH2:33]([N:35]([CH2:38][CH3:39])[CH2:36][CH3:37])C.[CH3:40][C:41]([N:43]([CH3:45])[CH3:44])=O. Given the product [CH:36]([N:35]1[CH2:38][CH2:39][C:29]2([O:31][CH2:40][CH2:41][N:43]([C:45]3[CH:15]=[CH:14][C:13]([N+:19]([O-:21])=[O:20])=[C:18]([NH2:10])[CH:17]=3)[CH2:44]2)[CH2:30][CH2:33]1)([CH3:2])[CH3:37], predict the reactants needed to synthesize it. (5) Given the product [C:6]([C:5]1[CH:8]=[CH:9][C:2]([N:17]2[CH2:18][CH2:19][CH:14]([NH:13][C:10](=[O:12])[CH3:11])[CH2:15][CH2:16]2)=[N:3][CH:4]=1)#[N:7], predict the reactants needed to synthesize it. The reactants are: Cl[C:2]1[CH:9]=[CH:8][C:5]([C:6]#[N:7])=[CH:4][N:3]=1.[C:10]([NH:13][CH:14]1[CH2:19][CH2:18][NH:17][CH2:16][CH2:15]1)(=[O:12])[CH3:11]. (6) Given the product [N:43]1([CH2:42][CH2:41][NH:40][C:8]([C:7]2[CH:6]=[C:5]([CH3:11])[NH:4][C:3]=2[CH:1]=[O:2])=[O:10])[CH2:47][CH2:46][CH2:45][CH2:44]1, predict the reactants needed to synthesize it. The reactants are: [CH:1]([C:3]1[NH:4][C:5]([CH3:11])=[CH:6][C:7]=1[C:8]([OH:10])=O)=[O:2].C(N=C=NCCCN(C)C)C.ON1C2C=CC=CC=2N=N1.C(N(CC)CC)C.[NH2:40][CH2:41][CH2:42][N:43]1[CH2:47][CH2:46][CH2:45][CH2:44]1. (7) Given the product [F:35][C:36]1[CH:37]=[C:38]([NH:52][C:53](=[O:57])[CH:54]([CH3:55])[CH3:56])[CH:39]=[C:40]([F:51])[C:41]=1[C:2]1[N:7]=[C:6]([C:8]([NH:10][C:11]2[CH:12]=[N:13][CH:14]=[CH:15][C:16]=2[C@@H:17]2[O:22][C@H:21]([CH3:23])[C@:20]([OH:25])([CH3:24])[C@H:19]([NH:26][C:27](=[O:33])[O:28][C:29]([CH3:31])([CH3:32])[CH3:30])[CH2:18]2)=[O:9])[CH:5]=[CH:4][C:3]=1[F:34], predict the reactants needed to synthesize it. The reactants are: Br[C:2]1[N:7]=[C:6]([C:8]([NH:10][C:11]2[CH:12]=[N:13][CH:14]=[CH:15][C:16]=2[C@@H:17]2[O:22][C@H:21]([CH3:23])[C@:20]([OH:25])([CH3:24])[C@H:19]([NH:26][C:27](=[O:33])[O:28][C:29]([CH3:32])([CH3:31])[CH3:30])[CH2:18]2)=[O:9])[CH:5]=[CH:4][C:3]=1[F:34].[F:35][C:36]1[CH:37]=[C:38]([NH:52][C:53](=[O:57])[CH:54]([CH3:56])[CH3:55])[CH:39]=[C:40]([F:51])[C:41]=1B1OC(C)(C)C(C)(C)O1. (8) Given the product [Cl:12][C:13]1[N:14]=[C:15]([NH:20][C:21]2[N:22]=[CH:23][N:24]([CH2:26][CH3:27])[CH:25]=2)[N:16]=[C:17]([NH:11][C@H:9]([C:6]2[N:7]=[CH:8][C:3]([F:2])=[CH:4][N:5]=2)[CH3:10])[N:18]=1, predict the reactants needed to synthesize it. The reactants are: Cl.[F:2][C:3]1[CH:4]=[N:5][C:6]([C@@H:9]([NH2:11])[CH3:10])=[N:7][CH:8]=1.[Cl:12][C:13]1[N:18]=[C:17](Cl)[N:16]=[C:15]([NH:20][C:21]2[N:22]=[CH:23][N:24]([CH2:26][CH3:27])[CH:25]=2)[N:14]=1. (9) Given the product [Cl:1][C:2]1[CH:3]=[C:4]([NH:5][CH:10]([CH3:15])[C:11]([O:13][CH3:14])=[O:12])[CH:6]=[CH:7][CH:8]=1, predict the reactants needed to synthesize it. The reactants are: [Cl:1][C:2]1[CH:3]=[C:4]([CH:6]=[CH:7][CH:8]=1)[NH2:5].Br[CH:10]([CH3:15])[C:11]([O:13][CH3:14])=[O:12].[I-].[K+].C(=O)([O-])[O-].[K+].[K+].